Dataset: Catalyst prediction with 721,799 reactions and 888 catalyst types from USPTO. Task: Predict which catalyst facilitates the given reaction. (1) Reactant: [OH:1][C:2]1[C:3](=[O:17])[NH:4][C:5](=[O:16])[N:6]([CH2:8][CH2:9][C:10]2[CH:15]=[CH:14][CH:13]=[CH:12][CH:11]=2)[N:7]=1.[CH3:18][OH:19]. Product: [OH:1][C:2]1[C:3](=[O:17])[NH:4][C:5](=[O:16])[N:6]([CH2:8][CH2:9][C:10]2[CH:15]=[CH:14][C:13]([O:19][CH3:18])=[CH:12][CH:11]=2)[N:7]=1. The catalyst class is: 13. (2) Reactant: [Cl:1][C:2]1[CH:7]=[CH:6][C:5]([C@H:8]2[C@H:13]([OH:14])[C@@H:12]([OH:15])[C@H:11]([OH:16])[C@@H:10]([CH2:17][OH:18])[O:9]2)=[CH:4][C:3]=1[CH2:19][C:20]1[CH:25]=[CH:24][C:23]([OH:26])=[CH:22][CH:21]=1.C([O-])([O-])=O.[Cs+].[Cs+].CC1C=CC(S(O[CH2:44][C:45]#[C:46][CH:47]2[CH2:49][CH2:48]2)(=O)=O)=CC=1. Product: [Cl:1][C:2]1[CH:7]=[CH:6][C:5]([C@H:8]2[C@H:13]([OH:14])[C@@H:12]([OH:15])[C@H:11]([OH:16])[C@@H:10]([CH2:17][OH:18])[O:9]2)=[CH:4][C:3]=1[CH2:19][C:20]1[CH:21]=[CH:22][C:23]([O:26][CH2:44][C:45]#[C:46][CH:47]2[CH2:49][CH2:48]2)=[CH:24][CH:25]=1. The catalyst class is: 3. (3) Reactant: [OH-].[K+:2].[CH3:3][O:4][C:5]([C:7]1[CH:8]=[N:9][CH:10]=[C:11]([C:13]([O:15]C)=[O:14])[CH:12]=1)=[O:6]. Product: [CH3:3][O:4][C:5]([C:7]1[CH:8]=[N:9][CH:10]=[C:11]([CH:12]=1)[C:13]([O-:15])=[O:14])=[O:6].[K+:2]. The catalyst class is: 5. (4) Reactant: [Cl:1][C:2]1[CH:7]=[CH:6][C:5]([C:8]2[S:9][C:10]([C:14]([NH:16][CH:17]3[CH2:22][CH2:21][CH2:20][N:19]([C:23]4[CH:24]=[CH:25][C:26]([N+:33]([O-])=O)=[C:27]([CH:32]=4)[C:28]([O:30][CH3:31])=[O:29])[CH2:18]3)=[O:15])=[C:11]([CH3:13])[N:12]=2)=[CH:4][CH:3]=1. Product: [NH2:33][C:26]1[CH:25]=[CH:24][C:23]([N:19]2[CH2:20][CH2:21][CH2:22][CH:17]([NH:16][C:14]([C:10]3[S:9][C:8]([C:5]4[CH:4]=[CH:3][C:2]([Cl:1])=[CH:7][CH:6]=4)=[N:12][C:11]=3[CH3:13])=[O:15])[CH2:18]2)=[CH:32][C:27]=1[C:28]([O:30][CH3:31])=[O:29]. The catalyst class is: 15. (5) Reactant: [CH3:1][O:2][CH2:3][O:4][C:5]1[CH:10]=[C:9]([O:11][CH2:12][O:13][CH3:14])[CH:8]=[CH:7][C:6]=1[CH3:15].[Li]CCCC.CCCCCC.Cl[C:28](=[O:34])[C:29]([O:31][CH2:32][CH3:33])=[O:30]. Product: [CH3:1][O:2][CH2:3][O:4][C:5]1[C:6]([CH3:15])=[CH:7][CH:8]=[C:9]([O:11][CH2:12][O:13][CH3:14])[C:10]=1[C:28](=[O:34])[C:29]([O:31][CH2:32][CH3:33])=[O:30]. The catalyst class is: 7. (6) Product: [O:10]=[C:8]1[CH2:7][N:6]([C:11]([NH:13][CH:14]([C:17]2[CH:22]=[CH:21][C:20]([O:23][C:24]([F:27])([F:26])[F:25])=[CH:19][CH:18]=2)[CH2:15][CH3:16])=[O:12])[C:5]2[N:28]=[CH:29][C:2]([C:30]3[CH:35]=[CH:34][CH:33]=[CH:32][CH:31]=3)=[CH:3][C:4]=2[NH:9]1. The catalyst class is: 104. Reactant: I[C:2]1[CH:29]=[N:28][C:5]2[N:6]([C:11]([NH:13][CH:14]([C:17]3[CH:22]=[CH:21][C:20]([O:23][C:24]([F:27])([F:26])[F:25])=[CH:19][CH:18]=3)[CH2:15][CH3:16])=[O:12])[CH2:7][C:8](=[O:10])[NH:9][C:4]=2[CH:3]=1.[C:30]1(B(O)O)[CH:35]=[CH:34][CH:33]=[CH:32][CH:31]=1.C(=O)([O-])[O-].[Na+].[Na+]. (7) Reactant: [P:1]([O:44]C(C)(C)C)([O:39]C(C)(C)C)([O:3][CH2:4][C@@H:5]([NH:14][C:15](=[O:38])[C:16]1[CH:21]=[CH:20][C:19]([C:22]2[C:27]([NH2:28])=[N:26][CH:25]=[C:24]([C@H:29]3[CH2:34][CH2:33][C@H:32]([OH:35])[C@@H:31]([F:36])[CH2:30]3)[N:23]=2)=[CH:18][C:17]=1[F:37])[C:6]1[CH:11]=[C:10]([I:12])[CH:9]=[C:8]([F:13])[CH:7]=1)=[O:2].Cl.O1CCOCC1. Product: [P:1]([OH:39])([OH:44])([O:3][CH2:4][C@@H:5]([NH:14][C:15](=[O:38])[C:16]1[CH:21]=[CH:20][C:19]([C:22]2[C:27]([NH2:28])=[N:26][CH:25]=[C:24]([C@H:29]3[CH2:34][CH2:33][C@H:32]([OH:35])[C@@H:31]([F:36])[CH2:30]3)[N:23]=2)=[CH:18][C:17]=1[F:37])[C:6]1[CH:11]=[C:10]([I:12])[CH:9]=[C:8]([F:13])[CH:7]=1)=[O:2]. The catalyst class is: 5. (8) Reactant: [C:1]([C:4]1[C:13](=[O:14])[C:12]2[C:7](=[CH:8][CH:9]=[CH:10][CH:11]=2)[O:6][CH:5]=1)(=[O:3])[CH3:2].[OH:15][CH2:16][CH2:17][CH2:18][O:19][C:20]1[CH:21]=[C:22]([CH:25]=[CH:26][CH:27]=1)[CH:23]=O.N1CCCCC1.O. Product: [OH:15][CH2:16][CH2:17][CH2:18][O:19][C:20]1[CH:21]=[C:22]([CH:23]=[CH:2][C:1]([C:4]2[C:13](=[O:14])[C:12]3[C:7](=[CH:8][CH:9]=[CH:10][CH:11]=3)[O:6][CH:5]=2)=[O:3])[CH:25]=[CH:26][CH:27]=1. The catalyst class is: 22.